This data is from Peptide-MHC class I binding affinity with 185,985 pairs from IEDB/IMGT. The task is: Regression. Given a peptide amino acid sequence and an MHC pseudo amino acid sequence, predict their binding affinity value. This is MHC class I binding data. (1) The peptide sequence is VIRHVDGKIL. The MHC is HLA-A02:01 with pseudo-sequence HLA-A02:01. The binding affinity (normalized) is 0. (2) The peptide sequence is PVDTEFINK. The MHC is HLA-A11:01 with pseudo-sequence HLA-A11:01. The binding affinity (normalized) is 0.585. (3) The binding affinity (normalized) is 0. The MHC is HLA-A26:01 with pseudo-sequence HLA-A26:01. The peptide sequence is NYPYLFEEH. (4) The binding affinity (normalized) is 0.0847. The MHC is HLA-B73:01 with pseudo-sequence HLA-B73:01. The peptide sequence is KHNSAESAK.